This data is from Forward reaction prediction with 1.9M reactions from USPTO patents (1976-2016). The task is: Predict the product of the given reaction. (1) Given the reactants [Cl:1][C:2]1[CH:7]=[CH:6][C:5]([C:8]2[NH:12][CH:11]=[C:10]([CH2:13][N:14]([CH3:22])[C:15](=[O:21])[O:16][C:17]([CH3:20])([CH3:19])[CH3:18])[CH:9]=2)=[C:4]([F:23])[CH:3]=1.[H-].[Na+].C1OCCOCCOCCOCCOC1.Cl.[N:42]1[CH:47]=[CH:46][CH:45]=[C:44]([S:48](Cl)(=[O:50])=[O:49])[CH:43]=1, predict the reaction product. The product is: [Cl:1][C:2]1[CH:7]=[CH:6][C:5]([C:8]2[N:12]([S:48]([C:44]3[CH:43]=[N:42][CH:47]=[CH:46][CH:45]=3)(=[O:50])=[O:49])[CH:11]=[C:10]([CH2:13][N:14]([CH3:22])[C:15](=[O:21])[O:16][C:17]([CH3:18])([CH3:19])[CH3:20])[CH:9]=2)=[C:4]([F:23])[CH:3]=1. (2) Given the reactants [O:1]=[C:2]1[CH2:10][CH2:9][CH2:8][C:7]2[NH:6][CH:5]=[C:4]([CH2:11][CH2:12][C:13]([OH:15])=O)[C:3]1=2.C(N1C=CN=C1)(N1C=CN=C1)=O.[CH3:28][N:29]1[CH2:34][CH2:33][NH:32][CH2:31][CH2:30]1.C(N(CC)C(C)C)(C)C, predict the reaction product. The product is: [CH3:28][N:29]1[CH2:34][CH2:33][N:32]([C:13](=[O:15])[CH2:12][CH2:11][C:4]2[C:3]3[C:2](=[O:1])[CH2:10][CH2:9][CH2:8][C:7]=3[NH:6][CH:5]=2)[CH2:31][CH2:30]1. (3) Given the reactants [CH3:1][C:2]1[CH:7]=[C:6]([O:8][CH2:9][C:10]2([CH3:14])[CH2:13][O:12][CH2:11]2)[CH:5]=[C:4]([CH3:15])[C:3]=1[C:16]1[CH:21]=[CH:20][CH:19]=[C:18]([CH2:22][O:23][C:24]2[CH:29]=[CH:28][C:27]([C:30]3([CH2:34][C:35]([O:37]CC)=[O:36])[CH2:33][O:32][CH2:31]3)=[CH:26][CH:25]=2)[CH:17]=1, predict the reaction product. The product is: [CH3:15][C:4]1[CH:5]=[C:6]([O:8][CH2:9][C:10]2([CH3:14])[CH2:11][O:12][CH2:13]2)[CH:7]=[C:2]([CH3:1])[C:3]=1[C:16]1[CH:21]=[CH:20][CH:19]=[C:18]([CH2:22][O:23][C:24]2[CH:29]=[CH:28][C:27]([C:30]3([CH2:34][C:35]([OH:37])=[O:36])[CH2:33][O:32][CH2:31]3)=[CH:26][CH:25]=2)[CH:17]=1. (4) Given the reactants [N+:1]([C:4]1[C:5]([O:19][CH3:20])=[C:6]([C:11]2[O:15][C:14]([C:16]([OH:18])=[O:17])=[CH:13][CH:12]=2)[CH:7]=[C:8]([CH3:10])[CH:9]=1)([O-])=O.C([O-])=O.[NH4+], predict the reaction product. The product is: [NH2:1][C:4]1[C:5]([O:19][CH3:20])=[C:6]([C:11]2[O:15][C:14]([C:16]([OH:18])=[O:17])=[CH:13][CH:12]=2)[CH:7]=[C:8]([CH3:10])[CH:9]=1. (5) Given the reactants [Cl:1][C:2]1[C:3]([C:12](=[O:14])[CH3:13])=[N:4][CH:5]=[C:6]([C:8]([F:11])([F:10])[F:9])[CH:7]=1.CO[CH:17](OC)[N:18]([CH3:20])[CH3:19], predict the reaction product. The product is: [Cl:1][C:2]1[C:3]([C:12](=[O:14])[CH:13]=[CH:17][N:18]([CH3:20])[CH3:19])=[N:4][CH:5]=[C:6]([C:8]([F:11])([F:9])[F:10])[CH:7]=1. (6) Given the reactants [C:1]([N:4]1[CH2:9][CH2:8][C:7](=O)[CH2:6][CH2:5]1)(=[O:3])[CH3:2].Cl.[NH2:12][OH:13].N1C=CC=CC=1, predict the reaction product. The product is: [C:1]([N:4]1[CH2:9][CH2:8][C:7](=[N:12][OH:13])[CH2:6][CH2:5]1)(=[O:3])[CH3:2]. (7) Given the reactants [C:1]1([N:7]([C:20]2[CH:25]=[CH:24][CH:23]=[CH:22][CH:21]=2)[CH2:8][CH2:9][N:10]2[CH2:15][CH2:14][CH:13]([CH2:16][C:17](O)=[O:18])[CH2:12][CH2:11]2)[CH:6]=[CH:5][CH:4]=[CH:3][CH:2]=1.CN([C:29]([O:33][N:34]1N=NC2C=CC=C[C:35]1=2)=[N+](C)C)C.[B-](F)(F)(F)F.CCN(C(C)C)C(C)C.Cl.CNOC, predict the reaction product. The product is: [C:1]1([N:7]([C:20]2[CH:21]=[CH:22][CH:23]=[CH:24][CH:25]=2)[CH2:8][CH2:9][N:10]2[CH2:15][CH2:14][CH:13]([CH2:16][C:17]([N:34]([O:33][CH3:29])[CH3:35])=[O:18])[CH2:12][CH2:11]2)[CH:2]=[CH:3][CH:4]=[CH:5][CH:6]=1.